From a dataset of Reaction yield outcomes from USPTO patents with 853,638 reactions. Predict the reaction yield, written as a fraction of the theoretical maximum amount of product (1.0 means a 100% yield; for example, 0.34 means a 34% yield). (1) The reactants are C[O-].[Na+].[CH3:4][CH:5]1[C:13]2[O:12][N:11]=[CH:10][C:9]=2[CH2:8][C:7]2([C:27]3[CH:32]=[CH:31][CH:30]=[CH:29][CH:28]=3)[C:14]3[C:18]([CH2:19][CH2:20][CH:6]12)=[C:17]([C:21]1[CH:26]=[CH:25][CH:24]=[CH:23][CH:22]=1)[NH:16][N:15]=3. The catalyst is CO.O1CCCC1.C(OCC)(=O)C. The product is [CH3:4][CH:5]1[CH:6]2[CH2:20][CH2:19][C:18]3[C:14]([C:7]2([C:27]2[CH:32]=[CH:31][CH:30]=[CH:29][CH:28]=2)[CH2:8][CH:9]([C:10]#[N:11])[C:13]1=[O:12])=[N:15][NH:16][C:17]=3[C:21]1[CH:22]=[CH:23][CH:24]=[CH:25][CH:26]=1. The yield is 1.00. (2) The reactants are Cl[C:2]1[CH:9]=[CH:8][C:7]([N+:10]([O-:12])=[O:11])=[CH:6][C:3]=1[C:4]#[N:5].C([O-])([O-])=O.[K+].[K+].[C:19]1([CH2:25][SH:26])[CH:24]=[CH:23][CH:22]=[CH:21][CH:20]=1. The catalyst is CC#N. The product is [CH2:25]([S:26][C:2]1[CH:9]=[CH:8][C:7]([N+:10]([O-:12])=[O:11])=[CH:6][C:3]=1[C:4]#[N:5])[C:19]1[CH:24]=[CH:23][CH:22]=[CH:21][CH:20]=1. The yield is 1.00. (3) The reactants are [OH:1][CH:2]([CH:23]([CH3:25])[CH3:24])[C:3]#[C:4][C:5]1[CH:6]=[CH:7][C:8]2[N:9]([C:11]([CH2:14][NH:15][C:16](=[O:22])[O:17][C:18]([CH3:21])([CH3:20])[CH3:19])=[N:12][N:13]=2)[N:10]=1. The catalyst is C(Cl)Cl.[O-2].[O-2].[Mn+4]. The product is [CH3:24][CH:23]([CH3:25])[C:2](=[O:1])[C:3]#[C:4][C:5]1[CH:6]=[CH:7][C:8]2[N:9]([C:11]([CH2:14][NH:15][C:16](=[O:22])[O:17][C:18]([CH3:20])([CH3:19])[CH3:21])=[N:12][N:13]=2)[N:10]=1. The yield is 0.507. (4) The reactants are [Cl:1][C:2]1[CH:3]=[C:4]2[C:9](=[CH:10][CH:11]=1)[O:8][C:7](=[O:12])[CH:6]=[C:5]2[NH:13][CH:14]1[CH2:19][CH2:18][NH:17][CH2:16][CH2:15]1.[CH:20]1[C:25]([CH:26]=O)=[CH:24][C:23]2[O:28][CH2:29][O:30][C:22]=2[CH:21]=1. No catalyst specified. The product is [O:30]1[C:22]2[CH:21]=[CH:20][C:25]([CH2:26][N:17]3[CH2:18][CH2:19][CH:14]([NH:13][C:5]4[C:4]5[C:9](=[CH:10][CH:11]=[C:2]([Cl:1])[CH:3]=5)[O:8][C:7](=[O:12])[CH:6]=4)[CH2:15][CH2:16]3)=[CH:24][C:23]=2[O:28][CH2:29]1. The yield is 0.390.